Dataset: Forward reaction prediction with 1.9M reactions from USPTO patents (1976-2016). Task: Predict the product of the given reaction. (1) Given the reactants C([O:3][C:4](=[O:33])[CH:5]([C:10]1[CH:11]=[C:12]([C:23]2[CH:28]=[CH:27][C:26]([C:29]([F:32])([F:31])[F:30])=[CH:25][CH:24]=2)[CH:13]=[C:14]([CH:16]2[CH2:21][CH2:20][CH2:19][CH:18]([CH3:22])[NH:17]2)[CH:15]=1)[CH2:6][CH:7]([CH3:9])[CH3:8])C.[OH-].[K+], predict the reaction product. The product is: [CH3:8][CH:7]([CH3:9])[CH2:6][CH:5]([C:10]1[CH:11]=[C:12]([C:23]2[CH:28]=[CH:27][C:26]([C:29]([F:31])([F:32])[F:30])=[CH:25][CH:24]=2)[CH:13]=[C:14]([CH:16]2[CH2:21][CH2:20][CH2:19][CH:18]([CH3:22])[NH:17]2)[CH:15]=1)[C:4]([OH:33])=[O:3]. (2) Given the reactants [C:1]([C:4]1[N:8]([CH2:9][CH:10]2[CH2:15][CH2:14][CH2:13][CH2:12][CH2:11]2)[C:7]([CH3:16])=[C:6]([C:17]([O:19][CH2:20][CH3:21])=[O:18])[CH:5]=1)(=[O:3])[CH3:2].[N:22]1[CH:27]=[CH:26][CH:25]=[CH:24][C:23]=1[CH:28]=O.C1CCN2C(=NCCC2)CC1, predict the reaction product. The product is: [CH:10]1([CH2:9][N:8]2[C:4]([C:1](=[O:3])/[CH:2]=[CH:28]/[C:23]3[CH:24]=[CH:25][CH:26]=[CH:27][N:22]=3)=[CH:5][C:6]([C:17]([O:19][CH2:20][CH3:21])=[O:18])=[C:7]2[CH3:16])[CH2:11][CH2:12][CH2:13][CH2:14][CH2:15]1.